Dataset: Full USPTO retrosynthesis dataset with 1.9M reactions from patents (1976-2016). Task: Predict the reactants needed to synthesize the given product. (1) Given the product [F:21][C:12]([F:11])([F:20])[C:13]1[CH:14]=[CH:15][C:16]([NH:19][C:2]2[CH:3]=[C:4]([CH:8]=[CH:9][N:10]=2)[C:5]([OH:7])=[O:6])=[N:17][CH:18]=1, predict the reactants needed to synthesize it. The reactants are: Cl[C:2]1[CH:3]=[C:4]([CH:8]=[CH:9][N:10]=1)[C:5]([OH:7])=[O:6].[F:11][C:12]([F:21])([F:20])[C:13]1[CH:14]=[CH:15][C:16]([NH2:19])=[N:17][CH:18]=1.C([O-])([O-])=O.[K+].[K+]. (2) Given the product [N:15]([CH2:40][C:33]1[CH:34]=[C:35]([N+:37]([O-:39])=[O:38])[CH:36]=[C:31]([O:30][CH3:29])[CH:32]=1)=[N+:16]=[N-:17], predict the reactants needed to synthesize it. The reactants are: C1(P([N:15]=[N+:16]=[N-:17])(C2C=CC=CC=2)=O)C=CC=CC=1.N12CCCN=C1CCCCC2.[CH3:29][O:30][C:31]1[CH:32]=[C:33]([CH2:40]O)[CH:34]=[C:35]([N+:37]([O-:39])=[O:38])[CH:36]=1. (3) Given the product [N+:31]([C:34]1[CH:35]=[CH:36][C:37]([C:38]([O:40][C@@:6]2([OH:8])[CH2:7][C@H:2]([CH3:1])[CH2:3][CH2:4][C@H:5]2[CH:9]([CH3:11])[CH3:10])=[O:39])=[CH:41][CH:42]=1)([O-:33])=[O:32].[CH:2]1([CH3:1])[CH2:3][CH2:4][CH:5]([CH:9]([CH3:10])[CH3:11])[CH:6]([OH:8])[CH2:7]1, predict the reactants needed to synthesize it. The reactants are: [CH3:1][C@H:2]1[CH2:7][C@@H:6]([OH:8])[C@H:5]([CH:9]([CH3:11])[CH3:10])[CH2:4][CH2:3]1.C1(P(C2C=CC=CC=2)C2C=CC=CC=2)C=CC=CC=1.[N+:31]([C:34]1[CH:42]=[CH:41][C:37]([C:38]([OH:40])=[O:39])=[CH:36][CH:35]=1)([O-:33])=[O:32].COCCOC(N=NC(OCCOC)=O)=O. (4) The reactants are: [Cl:1][C:2]1[CH:3]=[C:4]2[C:9](=[C:10]([Cl:12])[CH:11]=1)[O:8][C:7](=[O:13])[C:6]([C:14]([O-:16])=[O:15])=[CH:5]2.[Br:17][C:18]1[CH:19]=[C:20]2[C:25](=[C:26]([Br:28])[CH:27]=1)[O:24][C:23](=[O:29])[C:22]([C:30]([O-:32])=[O:31])=[CH:21]2.[OH-].[Na+].Cl. Given the product [Cl:1][C:2]1[CH:3]=[C:4]2[C:9](=[C:10]([Cl:12])[CH:11]=1)[O:8][C:7](=[O:13])[C:6]([C:14]([OH:16])=[O:15])=[CH:5]2.[Br:17][C:18]1[CH:19]=[C:20]2[C:25](=[C:26]([Br:28])[CH:27]=1)[O:24][C:23](=[O:29])[C:22]([C:30]([OH:32])=[O:31])=[CH:21]2, predict the reactants needed to synthesize it.